This data is from Reaction yield outcomes from USPTO patents with 853,638 reactions. The task is: Predict the reaction yield, written as a fraction of the theoretical maximum amount of product (1.0 means a 100% yield; for example, 0.34 means a 34% yield). The reactants are [CH3:1][C:2]([CH3:7])([CH3:6])[CH2:3][CH:4]=O.[CH3:8][CH:9]([CH3:13])[CH2:10][CH2:11][NH2:12].[S-:14][C:15]#[N:16].[K+].II. The catalyst is C(#N)C. The product is [C:2]([C:3]1[S:14][C:15](=[NH:16])[N:12]([CH2:11][CH2:10][CH:9]([CH3:13])[CH3:8])[CH:4]=1)([CH3:7])([CH3:6])[CH3:1]. The yield is 0.990.